Dataset: hERG potassium channel inhibition data for cardiac toxicity prediction from Karim et al.. Task: Regression/Classification. Given a drug SMILES string, predict its toxicity properties. Task type varies by dataset: regression for continuous values (e.g., LD50, hERG inhibition percentage) or binary classification for toxic/non-toxic outcomes (e.g., AMES mutagenicity, cardiotoxicity, hepatotoxicity). Dataset: herg_karim. (1) The molecule is CCc1oc(CCc2cc(N3CCOCC3)cc(NCC#N)n2)nc1C. The result is 1 (blocker). (2) The drug is NC(=O)c1cc(O[C@@H]2C[C@@H]3CC[C@H](C2)N3Cc2ccccc2)ccn1. The result is 1 (blocker). (3) The result is 1 (blocker). The molecule is Cn1c(-c2ccc(OC3CCN(C4CCC4)CC3)cc2)nc2c(C(F)(F)F)cccc2c1=O. (4) The molecule is Cn1c(SCCCN2CC[C@]3(C[C@@H]3c3ccc(C(F)(F)F)cc3)C2)nnc1-c1ccccn1. The result is 1 (blocker).